This data is from Reaction yield outcomes from USPTO patents with 853,638 reactions. The task is: Predict the reaction yield, written as a fraction of the theoretical maximum amount of product (1.0 means a 100% yield; for example, 0.34 means a 34% yield). (1) The yield is 0.500. The product is [Cl:15][C:9]1[C:10]([Cl:14])=[CH:11][CH:12]=[CH:13][C:8]=1[CH2:7][C:6]1[C:5]([OH:16])=[N:4][NH:3][C:2]=1[N:1]1[C:17](=[O:18])[C:25]2[C:20](=[CH:21][CH:22]=[CH:23][CH:24]=2)[C:19]1=[O:26]. The reactants are [NH2:1][C:2]1[C:6]([CH2:7][C:8]2[CH:13]=[CH:12][CH:11]=[C:10]([Cl:14])[C:9]=2[Cl:15])=[C:5]([OH:16])[NH:4][N:3]=1.[C:17]1(=O)[C:25]2[C:20](=[CH:21][CH:22]=[CH:23][CH:24]=2)[C:19](=[O:26])[O:18]1. The catalyst is C(O)(=O)C. (2) The reactants are Br[C:2]1[CH:7]=[C:6]([O:8][CH3:9])[CH:5]=[C:4]([Br:10])[CH:3]=1.[S-:11][CH2:12][CH3:13].[Na+].CN(C)C=O. The catalyst is O.[Cl-].[Na+].O. The product is [Br:10][C:4]1[CH:5]=[C:6]([O:8][CH3:9])[CH:7]=[C:2]([S:11][CH2:12][CH3:13])[CH:3]=1. The yield is 0.550. (3) The reactants are [Br:1][C:2]1[CH:3]=[C:4]([NH:13][CH:14]2[CH2:19][CH2:18][CH2:17][CH2:16][CH2:15]2)[C:5]([CH3:12])=[C:6]([CH:11]=1)[C:7]([O:9][CH3:10])=[O:8].[C:20](=O)([O-])[O-].[Cs+].[Cs+].CI. The catalyst is C(#N)C. The product is [Br:1][C:2]1[CH:3]=[C:4]([N:13]([CH:14]2[CH2:19][CH2:18][CH2:17][CH2:16][CH2:15]2)[CH3:20])[C:5]([CH3:12])=[C:6]([CH:11]=1)[C:7]([O:9][CH3:10])=[O:8]. The yield is 0.870.